Task: Predict the reactants needed to synthesize the given product.. Dataset: Full USPTO retrosynthesis dataset with 1.9M reactions from patents (1976-2016) (1) Given the product [CH:10]1([O:16][C:2]([NH:1][CH2:4][C:5]([OH:7])=[O:6])=[O:3])[CH2:15][CH2:14][CH2:13][CH2:12][CH2:11]1, predict the reactants needed to synthesize it. The reactants are: [N:1]([CH2:4][C:5]([O:7]CC)=[O:6])=[C:2]=[O:3].[CH:10]1([OH:16])[CH2:15][CH2:14][CH2:13][CH2:12][CH2:11]1. (2) Given the product [CH2:1]([C:3]1[N:13]([CH2:21][C:20]2[CH:23]=[CH:24][C:17]([I:16])=[CH:18][CH:19]=2)[C:6]2=[N:7][C:8]([CH3:12])=[CH:9][C:10]([CH3:11])=[C:5]2[N:4]=1)[CH3:2], predict the reactants needed to synthesize it. The reactants are: [CH2:1]([C:3]1[NH:13][C:6]2=[N:7][C:8]([CH3:12])=[CH:9][C:10]([CH3:11])=[C:5]2[N:4]=1)[CH3:2].[H-].[Na+].[I:16][C:17]1[CH:24]=[CH:23][C:20]([CH2:21]Br)=[CH:19][CH:18]=1.